Dataset: Full USPTO retrosynthesis dataset with 1.9M reactions from patents (1976-2016). Task: Predict the reactants needed to synthesize the given product. Given the product [Cl:1][C:2]1[CH:39]=[C:38]([S:40]([CH3:43])(=[O:41])=[O:42])[CH:37]=[CH:36][C:3]=1[CH2:4][O:5][C:6]1[C:7]([O:33][CH2:34][CH3:35])=[C:8]([C:12]([C:14]2[C:22]3[C:17](=[N:18][CH:19]=[CH:20][CH:21]=3)[NH:16][CH:15]=2)=[O:13])[CH:9]=[CH:10][CH:11]=1, predict the reactants needed to synthesize it. The reactants are: [Cl:1][C:2]1[CH:39]=[C:38]([S:40]([CH3:43])(=[O:42])=[O:41])[CH:37]=[CH:36][C:3]=1[CH2:4][O:5][C:6]1[C:7]([O:33][CH2:34][CH3:35])=[C:8]([C:12]([C:14]2[C:22]3[C:17](=[N:18][CH:19]=[CH:20][CH:21]=3)[N:16]([Si](C(C)C)(C(C)C)C(C)C)[CH:15]=2)=[O:13])[CH:9]=[CH:10][CH:11]=1.[OH-].[K+].[F-].[K+].C(=O)([O-])[O-].[Na+].[Na+].